This data is from Merck oncology drug combination screen with 23,052 pairs across 39 cell lines. The task is: Regression. Given two drug SMILES strings and cell line genomic features, predict the synergy score measuring deviation from expected non-interaction effect. (1) Drug 1: CC1CC2C3CCC4=CC(=O)C=CC4(C)C3(F)C(O)CC2(C)C1(O)C(=O)CO. Drug 2: NC1(c2ccc(-c3nc4ccn5c(=O)[nH]nc5c4cc3-c3ccccc3)cc2)CCC1. Cell line: NCIH1650. Synergy scores: synergy=33.2. (2) Cell line: A2780. Synergy scores: synergy=2.17. Drug 1: CC1CC2C3CCC4=CC(=O)C=CC4(C)C3(F)C(O)CC2(C)C1(O)C(=O)CO. Drug 2: C=CCn1c(=O)c2cnc(Nc3ccc(N4CCN(C)CC4)cc3)nc2n1-c1cccc(C(C)(C)O)n1. (3) Drug 2: NC1CCCCC1N.O=C(O)C(=O)O.[Pt+2]. Synergy scores: synergy=-10.6. Drug 1: CCN(CC)CCNC(=O)c1c(C)[nH]c(C=C2C(=O)Nc3ccc(F)cc32)c1C. Cell line: MSTO. (4) Drug 1: NC1CCCCC1N.O=C(O)C(=O)O.[Pt+2]. Drug 2: CNC(=O)c1cc(Oc2ccc(NC(=O)Nc3ccc(Cl)c(C(F)(F)F)c3)cc2)ccn1. Cell line: LNCAP. Synergy scores: synergy=-10.8. (5) Drug 1: CN1C(=O)C=CC2(C)C3CCC4(C)C(NC(=O)OCC(F)(F)F)CCC4C3CCC12. Drug 2: N.N.O=C(O)C1(C(=O)O)CCC1.[Pt]. Cell line: MSTO. Synergy scores: synergy=16.6.